This data is from Reaction yield outcomes from USPTO patents with 853,638 reactions. The task is: Predict the reaction yield, written as a fraction of the theoretical maximum amount of product (1.0 means a 100% yield; for example, 0.34 means a 34% yield). The reactants are [CH3:1][O:2][C:3]1[CH:8]=[CH:7][C:6]([C:9]2([C:12]([OH:14])=[O:13])[CH2:11][CH2:10]2)=[CH:5][CH:4]=1.O.[C:16]1(C)C=CC(S(O)(=O)=O)=CC=1. The catalyst is CO. The product is [CH3:16][O:13][C:12]([C:9]1([C:6]2[CH:5]=[CH:4][C:3]([O:2][CH3:1])=[CH:8][CH:7]=2)[CH2:10][CH2:11]1)=[O:14]. The yield is 0.990.